The task is: Regression/Classification. Given a drug SMILES string, predict its absorption, distribution, metabolism, or excretion properties. Task type varies by dataset: regression for continuous measurements (e.g., permeability, clearance, half-life) or binary classification for categorical outcomes (e.g., BBB penetration, CYP inhibition). Dataset: cyp3a4_veith.. This data is from CYP3A4 inhibition data for predicting drug metabolism from PubChem BioAssay. (1) The molecule is COc1ccc2oc(=O)c(NC(=O)C3CCCCC3)cc2c1. The result is 0 (non-inhibitor). (2) The drug is CN(C)c1ccc(-c2nc(NCCc3cnc[nH]3)c3ccccc3n2)cc1. The result is 1 (inhibitor). (3) The drug is Cc1noc(C)c1-c1nccc(NCc2cccnc2)n1. The result is 1 (inhibitor). (4) The result is 0 (non-inhibitor). The drug is COCCn1c(=O)c(-c2cc(F)cc(F)c2)nc2cnc(N3CCOCC3)nc21. (5) The drug is C[C@H]1CCC[C@@H](C)N1. The result is 0 (non-inhibitor). (6) The compound is NS(=O)(=O)c1cc2c(cc1Cl)NC=NS2(=O)=O. The result is 0 (non-inhibitor). (7) The compound is c1ccc(CN2CCN(Cc3ccc4c(c3)OCCO4)CC2)cc1. The result is 0 (non-inhibitor). (8) The compound is CC1(C)CO[C@H](CC(=O)O)CN1. The result is 0 (non-inhibitor). (9) The molecule is CC(C)OC(=O)C(CC(=O)O)N1CCOCC1. The result is 0 (non-inhibitor). (10) The result is 1 (inhibitor). The drug is COc1ccc(NC(=O)N2CCCC3(CCN(C(=O)c4ccco4)CC3)C2)cc1.